Dataset: Forward reaction prediction with 1.9M reactions from USPTO patents (1976-2016). Task: Predict the product of the given reaction. (1) Given the reactants [CH3:1][C:2]1[C:7]([N+:8]([O-])=O)=[CH:6][N:5]=[C:4]([C:11]2[CH:12]=[N:13][CH:14]=[CH:15][CH:16]=2)[CH:3]=1.[H][H], predict the reaction product. The product is: [CH3:1][C:2]1[C:7]([NH2:8])=[CH:6][N:5]=[C:4]([C:11]2[CH:12]=[N:13][CH:14]=[CH:15][CH:16]=2)[CH:3]=1. (2) Given the reactants C(=O)([O-])[O-].[K+].[K+].[NH2:7][C:8]1[N:9]=[C:10]([CH3:27])[C:11]2[CH:17]=[C:16]([C:18]#[C:19][Si](C)(C)C)[C:15](=[O:24])[N:14]([CH2:25][CH3:26])[C:12]=2[N:13]=1, predict the reaction product. The product is: [NH2:7][C:8]1[N:9]=[C:10]([CH3:27])[C:11]2[CH:17]=[C:16]([C:18]#[CH:19])[C:15](=[O:24])[N:14]([CH2:25][CH3:26])[C:12]=2[N:13]=1. (3) Given the reactants [NH2:1][C:2]([NH2:4])=[S:3].[Cl:5][CH2:6][C:7]1[CH2:12][CH2:11][CH2:10][CH2:9][C:8]=1[C:13]1[CH:18]=[CH:17][CH:16]=[CH:15][C:14]=1[F:19], predict the reaction product. The product is: [ClH:5].[F:19][C:14]1[CH:15]=[CH:16][CH:17]=[CH:18][C:13]=1[C:8]1[CH2:9][CH2:10][CH2:11][CH2:12][C:7]=1[CH2:6][S:3][C:2](=[NH:4])[NH2:1]. (4) The product is: [N:1]1[CH:6]=[C:5]([NH:7][C:27]([CH:22]2[CH2:21][CH2:20][C:19]3[N:18]=[C:17]([C:14]([CH3:16])([CH3:15])[C:13]([F:31])([F:30])[F:12])[CH:26]=[CH:25][C:24]=3[CH2:23]2)=[O:28])[CH:4]=[C:3]2[CH2:8][O:9][CH2:10][CH2:11][C:2]=12. Given the reactants [N:1]1[CH:6]=[C:5]([NH2:7])[CH:4]=[C:3]2[CH2:8][O:9][CH2:10][CH2:11][C:2]=12.[F:12][C:13]([F:31])([F:30])[C:14]([C:17]1[CH:26]=[CH:25][C:24]2[CH2:23][C@@H:22]([C:27](O)=[O:28])[CH2:21][CH2:20][C:19]=2[N:18]=1)([CH3:16])[CH3:15].F[P-](F)(F)(F)(F)F.C[N+](C)=C(N(C)C)ON1C2N=CC=CC=2N=N1.C(N(CC)C(C)C)(C)C, predict the reaction product. (5) Given the reactants C([O:3][C:4](=[O:34])[CH2:5][N:6]([S:28]([N:31]([CH3:33])[CH3:32])(=[O:30])=[O:29])[CH2:7][C:8]1[CH:13]=[CH:12][C:11]([O:14][CH2:15][CH2:16][C:17]2[N:18]=[C:19]([C:23]3[S:24][CH:25]=[CH:26][CH:27]=3)[O:20][C:21]=2[CH3:22])=[CH:10][CH:9]=1)C.O.[OH-].[Li+], predict the reaction product. The product is: [CH3:32][N:31]([S:28]([N:6]([CH2:5][C:4]([OH:34])=[O:3])[CH2:7][C:8]1[CH:13]=[CH:12][C:11]([O:14][CH2:15][CH2:16][C:17]2[N:18]=[C:19]([C:23]3[S:24][CH:25]=[CH:26][CH:27]=3)[O:20][C:21]=2[CH3:22])=[CH:10][CH:9]=1)(=[O:30])=[O:29])[CH3:33]. (6) Given the reactants [CH2:1]([NH:3][C:4]1[CH:8]=[C:7]([C:9]2[CH:14]=[CH:13][N:12]=[CH:11][CH:10]=2)[S:6][C:5]=1[C:15]([NH2:17])=[O:16])[CH3:2].[C:18]1(=O)[CH2:23][CH2:22][CH2:21][CH2:20][CH2:19]1.O.C1(C)C=CC(S(O)(=O)=O)=CC=1.C(=O)([O-])O.[Na+], predict the reaction product. The product is: [CH2:1]([N:3]1[C:4]2[CH:8]=[C:7]([C:9]3[CH:14]=[CH:13][N:12]=[CH:11][CH:10]=3)[S:6][C:5]=2[C:15](=[O:16])[NH:17][C:18]21[CH2:23][CH2:22][CH2:21][CH2:20][CH2:19]2)[CH3:2]. (7) Given the reactants [CH3:1][C:2]1[C@@H:19]([O:20][C:21]([C@H:23]([OH:39])[C@@H:24]([NH:31][C:32]([O:34][C:35]([CH3:38])([CH3:37])[CH3:36])=[O:33])[C:25]2[CH:26]=[CH:27][CH:28]=[CH:29][CH:30]=2)=[O:22])[CH2:18][C@:14]2([OH:40])[C:15]([CH3:17])([CH3:16])[C:3]=1[C@@H:4]([OH:58])[C:5]([C@@:7]1([CH3:57])[C@H:12]([C@@H:13]2[O:41][C:42]([C:44]2[CH:45]=[CH:46][CH:47]=[CH:48][CH:49]=2)=[O:43])[C@:11]2([O:52][C:53]([CH3:55])=[O:54])[CH2:50][O:51][C@@H:10]2[CH2:9][C@@H:8]1[OH:56])=[O:6], predict the reaction product. The product is: [CH3:1][C:2]1[C@@H:19]([O:20][C:21]([C@H:23]([OH:39])[C@@H:24]([NH:31][C:32]([O:34][C:35]([CH3:36])([CH3:37])[CH3:38])=[O:33])[C:25]2[CH:30]=[CH:29][CH:28]=[CH:27][CH:26]=2)=[O:22])[CH2:18][C@@:14]2([OH:40])[C:15]([CH3:16])([CH3:17])[C:3]=1[C@@H:4]([OH:58])[C:5]([C@@:7]1([CH3:57])[C@H:12]([C@@H:13]2[O:41][C:42]([C:44]2[CH:45]=[CH:46][CH:47]=[CH:48][CH:49]=2)=[O:43])[C@:11]2([O:52][C:53]([CH3:55])=[O:54])[CH2:50][O:51][C@@H:10]2[CH2:9][C@@H:8]1[OH:56])=[O:6].[OH2:6].[OH2:6].[OH2:6]. (8) Given the reactants [F:1][C:2]([F:29])([F:28])[C:3]1[CH:8]=[CH:7][C:6]([C:9]([C:18]2[CH:23]=[CH:22][C:21]([C:24]([F:27])([F:26])[F:25])=[CH:20][CH:19]=2)=[CH:10]/[CH:11]=[CH:12]/[C:13]([O:15]CC)=[O:14])=[CH:5][CH:4]=1.[OH-].[Li+], predict the reaction product. The product is: [F:1][C:2]([F:28])([F:29])[C:3]1[CH:8]=[CH:7][C:6]([C:9]([C:18]2[CH:19]=[CH:20][C:21]([C:24]([F:25])([F:27])[F:26])=[CH:22][CH:23]=2)=[CH:10]/[CH:11]=[CH:12]/[C:13]([OH:15])=[O:14])=[CH:5][CH:4]=1.